Task: Predict which catalyst facilitates the given reaction.. Dataset: Catalyst prediction with 721,799 reactions and 888 catalyst types from USPTO Reactant: [CH3:1][C:2]1[S:3][C:4]([S:8](Cl)(=[O:10])=[O:9])=[C:5]([CH3:7])[N:6]=1.[NH2:12][C:13]1[CH:14]=[C:15]([C:19]2[N:23]([CH3:24])[N:22]=[C:21]([NH:25][C:26](=[O:28])[CH3:27])[CH:20]=2)[CH:16]=[N:17][CH:18]=1.N1CCCC1. Product: [CH3:1][C:2]1[S:3][C:4]([S:8]([NH:12][C:13]2[CH:14]=[C:15]([C:19]3[N:23]([CH3:24])[N:22]=[C:21]([NH:25][C:26](=[O:28])[CH3:27])[CH:20]=3)[CH:16]=[N:17][CH:18]=2)(=[O:10])=[O:9])=[C:5]([CH3:7])[N:6]=1. The catalyst class is: 17.